From a dataset of Catalyst prediction with 721,799 reactions and 888 catalyst types from USPTO. Predict which catalyst facilitates the given reaction. (1) Reactant: [N:1]([C:4]1[CH:5]=[CH:6][C:7]2[C:13](=[O:14])[N:12]3[CH2:15][C@H:16]([C:19]([O:21][CH3:22])=[O:20])[CH2:17][CH2:18][C@H:11]3[CH2:10][CH2:9][C:8]=2[N:23]=1)=[N+]=[N-]. Product: [NH2:1][C:4]1[CH:5]=[CH:6][C:7]2[C:13](=[O:14])[N:12]3[CH2:15][C@H:16]([C:19]([O:21][CH3:22])=[O:20])[CH2:17][CH2:18][C@H:11]3[CH2:10][CH2:9][C:8]=2[N:23]=1. The catalyst class is: 515. (2) Product: [C:1]([O:5][C:6]([N:8]1[CH2:13][C@@H:12]([C:14](=[O:37])[NH:15][CH2:16][C:17]2([CH2:31][CH2:32][CH2:33][CH2:34][O:35][CH3:36])[C:30]3[CH:29]=[CH:28][CH:27]=[CH:26][C:25]=3[O:24][C:23]3[C:18]2=[CH:19][CH:20]=[CH:21][CH:22]=3)[CH2:11][C@@H:10]([C:38](=[O:40])[N:48]([CH:49]2[CH2:50][CH2:51]2)[CH2:47][C:44]2[CH:43]=[CH:42][N:41]=[CH:46][CH:45]=2)[CH2:9]1)=[O:7])([CH3:4])([CH3:2])[CH3:3]. Reactant: [C:1]([O:5][C:6]([N:8]1[CH2:13][C@@H:12]([C:14](=[O:37])[NH:15][CH2:16][C:17]2([CH2:31][CH2:32][CH2:33][CH2:34][O:35][CH3:36])[C:30]3[CH:29]=[CH:28][CH:27]=[CH:26][C:25]=3[O:24][C:23]3[C:18]2=[CH:19][CH:20]=[CH:21][CH:22]=3)[CH2:11][C@@H:10]([C:38]([OH:40])=O)[CH2:9]1)=[O:7])([CH3:4])([CH3:3])[CH3:2].[N:41]1[CH:46]=[CH:45][C:44]([CH2:47][NH:48][CH:49]2[CH2:51][CH2:50]2)=[CH:43][CH:42]=1. The catalyst class is: 66. (3) Reactant: [Cl:1][C:2]1[CH:12]=[CH:11][C:5]([C:6](OCC)=[O:7])=[C:4]([O:13][CH2:14][CH3:15])[CH:3]=1.[H-].C([Al+]CC(C)C)C(C)C.CO.[C@H](O)(C([O-])=O)[C@@H](O)C([O-])=O.[Na+].[K+]. Product: [Cl:1][C:2]1[CH:12]=[CH:11][C:5]([CH2:6][OH:7])=[C:4]([O:13][CH2:14][CH3:15])[CH:3]=1. The catalyst class is: 207. (4) Reactant: Br[C:2]1[CH:3]=[C:4]([NH:9][C:10]([CH:12]2[CH2:14][CH2:13]2)=[O:11])[CH:5]=[CH:6][C:7]=1[CH3:8].[B:15]1([B:15]2[O:19][C:18]([CH3:21])([CH3:20])[C:17]([CH3:23])([CH3:22])[O:16]2)[O:19][C:18]([CH3:21])([CH3:20])[C:17]([CH3:23])([CH3:22])[O:16]1.C([O-])(=O)C.[K+]. Product: [CH3:8][C:7]1[CH:6]=[CH:5][C:4]([NH:9][C:10]([CH:12]2[CH2:14][CH2:13]2)=[O:11])=[CH:3][C:2]=1[B:15]1[O:19][C:18]([CH3:21])([CH3:20])[C:17]([CH3:23])([CH3:22])[O:16]1. The catalyst class is: 151. (5) Reactant: [F:1][C:2]1[CH:11]=[C:10]([C:12]2[N:17]=[C:16]3[N:18]([CH2:21][C:22]4[CH:23]=[C:24]5[C:29](=[CH:30][CH:31]=4)[N:28]=[CH:27][CH:26]=[CH:25]5)[N:19]=[N:20][C:15]3=[CH:14][CH:13]=2)[CH:9]=[CH:8][C:3]=1C(NC)=O.FC1C=C(B(O)O)C=CC=1.C(=O)([O-])[O-].[K+].[K+].O1CCOCC1. Product: [F:1][C:2]1[CH:11]=[C:10]([C:12]2[N:17]=[C:16]3[N:18]([CH2:21][C:22]4[CH:23]=[C:24]5[C:29](=[CH:30][CH:31]=4)[N:28]=[CH:27][CH:26]=[CH:25]5)[N:19]=[N:20][C:15]3=[CH:14][CH:13]=2)[CH:9]=[CH:8][CH:3]=1. The catalyst class is: 103. (6) Reactant: [Br:1][C:2]1[CH:3]=[C:4]([CH:15]=[CH:16][C:17]=1[O:18][CH3:19])[O:5][C:6]1[C:11]([CH3:12])=[CH:10][C:9]([NH2:13])=[CH:8][C:7]=1[CH3:14].N([O-])=O.[Na+].C([N:26]([C:32](=[O:36])[CH2:33][C:34]#[N:35])[C:27]([O:29][CH2:30][CH3:31])=[O:28])C.[N:37]1C=CC=CC=1. Product: [CH2:30]([O:29][C:27](=[O:28])[NH:26][C:32](=[O:36])[C:33](=[N:37][NH:13][C:9]1[CH:10]=[C:11]([CH3:12])[C:6]([O:5][C:4]2[CH:15]=[CH:16][C:17]([O:18][CH3:19])=[C:2]([Br:1])[CH:3]=2)=[C:7]([CH3:14])[CH:8]=1)[C:34]#[N:35])[CH3:31]. The catalyst class is: 126.